This data is from NCI-60 drug combinations with 297,098 pairs across 59 cell lines. The task is: Regression. Given two drug SMILES strings and cell line genomic features, predict the synergy score measuring deviation from expected non-interaction effect. (1) Drug 1: CC=C1C(=O)NC(C(=O)OC2CC(=O)NC(C(=O)NC(CSSCCC=C2)C(=O)N1)C(C)C)C(C)C. Drug 2: COCCOC1=C(C=C2C(=C1)C(=NC=N2)NC3=CC=CC(=C3)C#C)OCCOC.Cl. Cell line: U251. Synergy scores: CSS=70.8, Synergy_ZIP=3.00, Synergy_Bliss=1.31, Synergy_Loewe=-56.4, Synergy_HSA=1.78. (2) Drug 1: C#CCC(CC1=CN=C2C(=N1)C(=NC(=N2)N)N)C3=CC=C(C=C3)C(=O)NC(CCC(=O)O)C(=O)O. Drug 2: CCC1(C2=C(COC1=O)C(=O)N3CC4=CC5=C(C=CC(=C5CN(C)C)O)N=C4C3=C2)O.Cl. Cell line: U251. Synergy scores: CSS=34.0, Synergy_ZIP=-1.05, Synergy_Bliss=-3.30, Synergy_Loewe=0.198, Synergy_HSA=-0.802. (3) Drug 1: C1=C(C(=O)NC(=O)N1)F. Drug 2: CN1C2=C(C=C(C=C2)N(CCCl)CCCl)N=C1CCCC(=O)O.Cl. Cell line: UACC-257. Synergy scores: CSS=21.8, Synergy_ZIP=-1.06, Synergy_Bliss=3.23, Synergy_Loewe=-2.71, Synergy_HSA=0.0757. (4) Drug 1: C1CCC(C1)C(CC#N)N2C=C(C=N2)C3=C4C=CNC4=NC=N3. Drug 2: CC1=C(C(CCC1)(C)C)C=CC(=CC=CC(=CC(=O)O)C)C. Cell line: K-562. Synergy scores: CSS=26.6, Synergy_ZIP=7.88, Synergy_Bliss=12.9, Synergy_Loewe=12.7, Synergy_HSA=12.7.